Dataset: TCR-epitope binding with 47,182 pairs between 192 epitopes and 23,139 TCRs. Task: Binary Classification. Given a T-cell receptor sequence (or CDR3 region) and an epitope sequence, predict whether binding occurs between them. (1) The epitope is TLIGDCATV. Result: 1 (the TCR binds to the epitope). The TCR CDR3 sequence is CASSQVEGAYNEQFF. (2) The epitope is EIYKRWII. The TCR CDR3 sequence is CASSVLRAAFF. Result: 0 (the TCR does not bind to the epitope). (3) The epitope is EILDITPCSF. The TCR CDR3 sequence is CASSSWRQSQETQYF. Result: 1 (the TCR binds to the epitope). (4) The epitope is FLNGSCGSV. The TCR CDR3 sequence is CASSLADLADEQFF. Result: 0 (the TCR does not bind to the epitope).